The task is: Predict which catalyst facilitates the given reaction.. This data is from Catalyst prediction with 721,799 reactions and 888 catalyst types from USPTO. Reactant: [F:1][C:2]1[CH:3]=[C:4]([CH:10]=[CH:11][CH:12]=1)/[CH:5]=[CH:6]/[C:7]([OH:9])=[O:8].[C:13](OC(O[C:13]([CH3:16])([CH3:15])[CH3:14])N(C)C)([CH3:16])([CH3:15])[CH3:14]. Product: [C:13]([O:8][C:7](=[O:9])/[CH:6]=[CH:5]/[C:4]1[CH:10]=[CH:11][CH:12]=[C:2]([F:1])[CH:3]=1)([CH3:16])([CH3:15])[CH3:14]. The catalyst class is: 11.